From a dataset of HIV replication inhibition screening data with 41,000+ compounds from the AIDS Antiviral Screen. Binary Classification. Given a drug SMILES string, predict its activity (active/inactive) in a high-throughput screening assay against a specified biological target. (1) The drug is COc1cc2c(cc1O)C(Cc1ccc(Oc3cc(CC4c5cc(O)c(OC)cc5CCN4C)ccc3O)cc1)N(C)CC2. The result is 0 (inactive). (2) The molecule is CN1C(=O)C(C)(C)NS1(=O)=O. The result is 0 (inactive).